This data is from Peptide-MHC class I binding affinity with 185,985 pairs from IEDB/IMGT. The task is: Regression. Given a peptide amino acid sequence and an MHC pseudo amino acid sequence, predict their binding affinity value. This is MHC class I binding data. (1) The peptide sequence is QNGALAINTF. The MHC is HLA-B35:01 with pseudo-sequence HLA-B35:01. The binding affinity (normalized) is 0. (2) The MHC is Mamu-A01 with pseudo-sequence Mamu-A01. The binding affinity (normalized) is 0.995. The peptide sequence is WTPVTEDDYKF. (3) The peptide sequence is MALMKLAAL. The MHC is HLA-A11:01 with pseudo-sequence HLA-A11:01. The binding affinity (normalized) is 0. (4) The peptide sequence is VEHEFGNL. The MHC is H-2-Db with pseudo-sequence H-2-Db. The binding affinity (normalized) is 0. (5) The peptide sequence is AVYLLDGLR. The MHC is HLA-A69:01 with pseudo-sequence HLA-A69:01. The binding affinity (normalized) is 0.0847.